From a dataset of Reaction yield outcomes from USPTO patents with 853,638 reactions. Predict the reaction yield, written as a fraction of the theoretical maximum amount of product (1.0 means a 100% yield; for example, 0.34 means a 34% yield). (1) The reactants are Br[C:2]1[CH:24]=[C:23]([F:25])[CH:22]=[CH:21][C:3]=1[O:4][CH2:5][C:6]([N:8]([CH:18]([CH3:20])[CH3:19])[NH:9][C:10]([CH:12]1[CH2:17][CH2:16][CH2:15][CH2:14][CH2:13]1)=[O:11])=[O:7].C([O-])([O-])=O.[Na+].[Na+].[F:32][C:33]([F:45])([F:44])[O:34][C:35]1[CH:40]=[CH:39][CH:38]=[CH:37][C:36]=1B(O)O. The catalyst is COCCOC. The product is [F:25][C:23]1[CH:22]=[CH:21][C:3]([O:4][CH2:5][C:6]([N:8]([CH:18]([CH3:20])[CH3:19])[NH:9][C:10]([CH:12]2[CH2:17][CH2:16][CH2:15][CH2:14][CH2:13]2)=[O:11])=[O:7])=[C:2]([C:36]2[CH:37]=[CH:38][CH:39]=[CH:40][C:35]=2[O:34][C:33]([F:32])([F:45])[F:44])[CH:24]=1. The yield is 0.630. (2) The reactants are [N:1]1([C@@H:10]([C:15]2[S:16][CH:17]=[CH:18][CH:19]=2)[C@H:11]([OH:14])[CH2:12]O)[C:9]2[C:4](=[CH:5][CH:6]=[CH:7][CH:8]=2)[CH:3]=[CH:2]1.C1(C)C=CC(S(Cl)(=O)=O)=CC=1.[N:31]1C=CC=C[CH:32]=1. The catalyst is C(OCC)(=O)C.CN. The product is [N:1]1([C@@H:10]([C:15]2[S:16][CH:17]=[CH:18][CH:19]=2)[C@H:11]([OH:14])[CH2:12][NH:31][CH3:32])[C:9]2[C:4](=[CH:5][CH:6]=[CH:7][CH:8]=2)[CH:3]=[CH:2]1. The yield is 0.710. (3) The reactants are [F:1][C:2]1[C:3]([O:22][CH3:23])=[CH:4][C:5]([CH2:17][C:18]([F:21])([F:20])[F:19])=[C:6]([C:8]2[N:13]=[CH:12][C:11]3[CH:14]=[N:15][NH:16][C:10]=3[CH:9]=2)[CH:7]=1.[I:24]N1C(=O)CCC1=O. The catalyst is CN(C=O)C.C(OCC)(=O)C. The product is [F:1][C:2]1[C:3]([O:22][CH3:23])=[CH:4][C:5]([CH2:17][C:18]([F:21])([F:19])[F:20])=[C:6]([C:8]2[N:13]=[CH:12][C:11]3[C:14]([I:24])=[N:15][NH:16][C:10]=3[CH:9]=2)[CH:7]=1. The yield is 0.480. (4) The reactants are C([O:5][C:6]([C:8]1[C:9]([O:26][CH:27]([CH3:29])[CH3:28])=[N:10][C:11]2[C:16]([C:17]=1[C:18]1[CH:23]=[CH:22][CH:21]=[C:20]([Cl:24])[CH:19]=1)=[CH:15][C:14]([Cl:25])=[CH:13][CH:12]=2)=[O:7])(C)(C)C.C(O)(C(F)(F)F)=O. The catalyst is C(Cl)Cl. The product is [Cl:25][C:14]1[CH:15]=[C:16]2[C:11](=[CH:12][CH:13]=1)[N:10]=[C:9]([O:26][CH:27]([CH3:28])[CH3:29])[C:8]([C:6]([OH:7])=[O:5])=[C:17]2[C:18]1[CH:23]=[CH:22][CH:21]=[C:20]([Cl:24])[CH:19]=1. The yield is 0.160. (5) The reactants are C[O:2][C:3]1[CH:4]=[CH:5][CH:6]=[C:7]2[C:12]=1[CH2:11][NH:10][CH2:9][CH2:8]2.Br. No catalyst specified. The product is [CH2:11]1[C:12]2[C:7](=[CH:6][CH:5]=[CH:4][C:3]=2[OH:2])[CH2:8][CH2:9][NH:10]1. The yield is 0.800. (6) The reactants are [NH2:1][C:2]1[CH:11]=[C:10]([C:12](=[O:26])[NH:13][C:14]2[CH:19]=[CH:18][C:17]([C:20]3[CH:25]=[CH:24][CH:23]=[CH:22][CH:21]=3)=[CH:16][CH:15]=2)[CH:9]=[CH:8][C:3]=1[C:4]([O:6][CH3:7])=[O:5].N1C=CC=CC=1.[Cl:33][CH2:34][C:35](Cl)=[O:36]. The catalyst is C(Cl)Cl. The product is [C:17]1([C:20]2[CH:25]=[CH:24][CH:23]=[CH:22][CH:21]=2)[CH:18]=[CH:19][C:14]([NH:13][C:12]([C:10]2[CH:9]=[CH:8][C:3]([C:4]([O:6][CH3:7])=[O:5])=[C:2]([NH:1][C:35](=[O:36])[CH2:34][Cl:33])[CH:11]=2)=[O:26])=[CH:15][CH:16]=1. The yield is 0.510. (7) The reactants are N1C2C(=CC=CC=2)C=CC=1.[CH3:11][CH:12]([CH2:21]/[CH:22]=[CH:23]\[CH2:24][CH2:25][CH3:26])[CH2:13][CH:14]([OH:20])[C:15]#[C:16][CH:17]([OH:19])[CH3:18]. The catalyst is C(O)C.[Pd]. The product is [CH3:11][CH:12]([CH2:21]/[CH:22]=[CH:23]\[CH2:24][CH2:25][CH3:26])[CH2:13][CH:14]([OH:20])[CH2:15][CH2:16][CH:17]([OH:19])[CH3:18]. The yield is 0.800. (8) The reactants are [Br:1][C:2]1[C:7]([F:8])=[CH:6][CH:5]=[C:4]([CH3:9])[N:3]=1.[Mn]([O-])(=O)(=O)=[O:11].[K+].[OH2:16]. No catalyst specified. The product is [Br:1][C:2]1[N:3]=[C:4]([C:9]([OH:11])=[O:16])[CH:5]=[CH:6][C:7]=1[F:8]. The yield is 0.170.